Dataset: Reaction yield outcomes from USPTO patents with 853,638 reactions. Task: Predict the reaction yield, written as a fraction of the theoretical maximum amount of product (1.0 means a 100% yield; for example, 0.34 means a 34% yield). (1) The yield is 0.880. The product is [NH2:1][C:2]1[CH:3]=[C:4]([C:8]2[CH:16]=[CH:15][C:14]([C:17]([NH2:19])=[O:18])=[C:13]3[C:9]=2[CH:10]=[C:11]([CH2:20][CH2:21][OH:22])[NH:12]3)[CH:5]=[CH:6][CH:7]=1. The catalyst is C(Cl)Cl. The reactants are [NH2:1][C:2]1[CH:3]=[C:4]([C:8]2[CH:16]=[CH:15][C:14]([C:17]([NH2:19])=[O:18])=[C:13]3[C:9]=2[CH:10]=[C:11]([CH2:20][CH2:21][O:22]CC)[NH:12]3)[CH:5]=[CH:6][CH:7]=1.BrB(Br)Br.C([O-])(O)=O.[Na+]. (2) The reactants are [OH:1][C@@:2]([C:27]1[O:28][C:29]([CH3:32])=[CH:30][N:31]=1)([CH3:26])[C:3]#[C:4][C:5]1[CH:6]=[C:7]([C:11]2[N:12]=[C:13]([C:21]([O:23]CC)=O)[C:14]3[CH:19]=[CH:18][N:17]([CH3:20])[C:15]=3[N:16]=2)[CH:8]=[CH:9][CH:10]=1.[NH3:33]. No catalyst specified. The product is [OH:1][C@@:2]([C:27]1[O:28][C:29]([CH3:32])=[CH:30][N:31]=1)([CH3:26])[C:3]#[C:4][C:5]1[CH:6]=[C:7]([C:11]2[N:12]=[C:13]([C:21]([NH2:33])=[O:23])[C:14]3[CH:19]=[CH:18][N:17]([CH3:20])[C:15]=3[N:16]=2)[CH:8]=[CH:9][CH:10]=1. The yield is 0.310.